From a dataset of Reaction yield outcomes from USPTO patents with 853,638 reactions. Predict the reaction yield, written as a fraction of the theoretical maximum amount of product (1.0 means a 100% yield; for example, 0.34 means a 34% yield). (1) The reactants are [F:1][C:2]([F:13])([F:12])[C:3]1[N:7]2[CH:8]=[CH:9][N:10]=[CH:11][C:6]2=[CH:5][N:4]=1. The catalyst is C(O)C.[Pd]. The product is [F:13][C:2]([F:1])([F:12])[C:3]1[N:7]2[CH2:8][CH2:9][NH:10][CH2:11][C:6]2=[CH:5][N:4]=1. The yield is 0.990. (2) The yield is 0.880. No catalyst specified. The reactants are [Cl:1][C:2]1[CH:3]=[C:4]([C:9]2([CH:15]=O)[CH2:14][CH2:13][CH2:12][CH2:11][CH2:10]2)[CH:5]=[CH:6][C:7]=1[F:8].[CH3:17][NH:18][CH3:19].ClC1C=C(C2(CNC)CCCCC2)C=CC=1F. The product is [Cl:1][C:2]1[CH:3]=[C:4]([C:9]2([CH2:15][N:18]([CH3:19])[CH3:17])[CH2:14][CH2:13][CH2:12][CH2:11][CH2:10]2)[CH:5]=[CH:6][C:7]=1[F:8].